This data is from CYP3A4 inhibition data for predicting drug metabolism from PubChem BioAssay. The task is: Regression/Classification. Given a drug SMILES string, predict its absorption, distribution, metabolism, or excretion properties. Task type varies by dataset: regression for continuous measurements (e.g., permeability, clearance, half-life) or binary classification for categorical outcomes (e.g., BBB penetration, CYP inhibition). Dataset: cyp3a4_veith. (1) The compound is COc1ccc(CCNC(=O)c2nnn(CC(=O)Nc3ccccc3C)c2N)cc1OC. The result is 1 (inhibitor). (2) The drug is O=S(=O)(NCCCCCCc1ccccc1)c1cccc2c(Cl)cccc12. The result is 1 (inhibitor). (3) The result is 1 (inhibitor). The compound is O=C1c2ccccc2C(=O)N1CC(=O)N1c2ccccc2CCc2ccccc21. (4) The molecule is CSCC[C@@H]1NC(=O)C/C=C\[C@@H](C)COC(=O)[C@H](C)COC1=O. The result is 0 (non-inhibitor). (5) The compound is C[C@@H](C(=O)NCC1CC1)[C@H]1C[C@]1(C)[C@H](NC(=O)OCc1ccccc1)c1ccccc1. The result is 1 (inhibitor). (6) The drug is COc1ccccc1CNc1ncnc2ccc(-c3cccc(NS(C)(=O)=O)c3)cc12. The result is 1 (inhibitor). (7) The compound is Cc1cc(NC(=O)c2cccc(F)c2)no1. The result is 0 (non-inhibitor). (8) The drug is Clc1ccc2c(c1)N(CCCN1CCCC13CCCCC3)c1ccccc1S2. The result is 0 (non-inhibitor).